This data is from NCI-60 drug combinations with 297,098 pairs across 59 cell lines. The task is: Regression. Given two drug SMILES strings and cell line genomic features, predict the synergy score measuring deviation from expected non-interaction effect. (1) Drug 2: C1CCC(C(C1)N)N.C(=O)(C(=O)[O-])[O-].[Pt+4]. Cell line: SK-MEL-5. Drug 1: C1C(C(OC1N2C=NC(=NC2=O)N)CO)O. Synergy scores: CSS=25.1, Synergy_ZIP=-5.12, Synergy_Bliss=4.26, Synergy_Loewe=0.932, Synergy_HSA=3.31. (2) Drug 1: CS(=O)(=O)C1=CC(=C(C=C1)C(=O)NC2=CC(=C(C=C2)Cl)C3=CC=CC=N3)Cl. Drug 2: C(CN)CNCCSP(=O)(O)O. Cell line: DU-145. Synergy scores: CSS=8.76, Synergy_ZIP=4.32, Synergy_Bliss=4.12, Synergy_Loewe=1.69, Synergy_HSA=1.70. (3) Drug 1: C1CN1C2=NC(=NC(=N2)N3CC3)N4CC4. Drug 2: CN1C2=C(C=C(C=C2)N(CCCl)CCCl)N=C1CCCC(=O)O.Cl. Cell line: UACC-257. Synergy scores: CSS=10.1, Synergy_ZIP=-1.79, Synergy_Bliss=1.73, Synergy_Loewe=-7.14, Synergy_HSA=-2.11. (4) Drug 1: C(=O)(N)NO. Drug 2: C1=NC2=C(N=C(N=C2N1C3C(C(C(O3)CO)O)F)Cl)N. Cell line: SK-MEL-5. Synergy scores: CSS=14.9, Synergy_ZIP=-1.31, Synergy_Bliss=5.97, Synergy_Loewe=-8.86, Synergy_HSA=4.65. (5) Drug 1: CCCCCOC(=O)NC1=NC(=O)N(C=C1F)C2C(C(C(O2)C)O)O. Drug 2: COC1=C2C(=CC3=C1OC=C3)C=CC(=O)O2. Cell line: A549. Synergy scores: CSS=-3.71, Synergy_ZIP=2.92, Synergy_Bliss=2.88, Synergy_Loewe=-3.34, Synergy_HSA=-2.77. (6) Drug 1: CN(CC1=CN=C2C(=N1)C(=NC(=N2)N)N)C3=CC=C(C=C3)C(=O)NC(CCC(=O)O)C(=O)O. Drug 2: COCCOC1=C(C=C2C(=C1)C(=NC=N2)NC3=CC=CC(=C3)C#C)OCCOC.Cl. Cell line: MALME-3M. Synergy scores: CSS=10.0, Synergy_ZIP=-3.69, Synergy_Bliss=-3.67, Synergy_Loewe=-12.9, Synergy_HSA=-2.47.